From a dataset of Forward reaction prediction with 1.9M reactions from USPTO patents (1976-2016). Predict the product of the given reaction. (1) Given the reactants [Cl:1][C:2]1[CH:7]=[C:6]([Cl:8])[CH:5]=[CH:4][C:3]=1[C:9](=[O:11])[CH3:10].[C:12](=O)([O:16]CC)[O:13][CH2:14][CH3:15].[H-].[Na+].C(O)(=O)C, predict the reaction product. The product is: [Cl:1][C:2]1[CH:7]=[C:6]([Cl:8])[CH:5]=[CH:4][C:3]=1[C:9](=[O:11])[CH2:10][C:12]([O:13][CH2:14][CH3:15])=[O:16]. (2) The product is: [CH:1]1([N:6]2[CH2:12][C:11]([F:13])([F:14])[C:10](=[O:15])[N:9]([CH3:16])[C:8]3[CH:17]=[N:18][C:19]([NH:21][C:22]4[CH:30]=[CH:29][C:25]([C:26]([NH:48][C:45]5[CH:46]=[CH:47][N:42]=[CH:43][CH:44]=5)=[O:27])=[CH:24][C:23]=4[O:31][CH3:32])=[N:20][C:7]2=3)[CH2:5][CH2:4][CH2:3][CH2:2]1. Given the reactants [CH:1]1([N:6]2[CH2:12][C:11]([F:14])([F:13])[C:10](=[O:15])[N:9]([CH3:16])[C:8]3[CH:17]=[N:18][C:19]([NH:21][C:22]4[CH:30]=[CH:29][C:25]([C:26](O)=[O:27])=[CH:24][C:23]=4[O:31][CH3:32])=[N:20][C:7]2=3)[CH2:5][CH2:4][CH2:3][CH2:2]1.C(N(C(C)C)C(C)C)C.[N:42]1[CH:47]=[CH:46][C:45]([NH2:48])=[CH:44][CH:43]=1, predict the reaction product. (3) Given the reactants [CH3:1][C:2]1[CH:10]=[CH:9][CH:8]=[C:7]2[C:3]=1[CH2:4][CH2:5][C:6]2=[O:11].B1(C)OC(C2C=CC=CC=2)(C2C=CC=CC=2)[C@H]2N1CCC2.B.CSC.CO, predict the reaction product. The product is: [CH3:1][C:2]1[CH:10]=[CH:9][CH:8]=[C:7]2[C:3]=1[CH2:4][CH2:5][C@H:6]2[OH:11]. (4) The product is: [CH:9]([C:11]1[CH:16]=[CH:15][C:14]([C:2]2[S:3][CH:4]=[CH:5][C:6]=2[C:7]#[N:8])=[CH:13][CH:12]=1)=[O:10]. Given the reactants I[C:2]1[S:3][CH:4]=[CH:5][C:6]=1[C:7]#[N:8].[CH:9]([C:11]1[CH:16]=[CH:15][C:14](B(O)O)=[CH:13][CH:12]=1)=[O:10], predict the reaction product. (5) Given the reactants [C:1](Cl)(=[O:7])[CH2:2][CH2:3][CH2:4][CH2:5][CH3:6].[CH:9]1([CH2:15][O:16][C:17]2[CH:18]=[C:19]([CH:33]=[CH:34][CH:35]=2)[C:20]([NH:22][C:23]2[CH:28]=[CH:27][CH:26]=[CH:25][C:24]=2[S:29](=[O:32])(=[O:31])[NH2:30])=[O:21])[CH2:14][CH2:13][CH2:12][CH2:11][CH2:10]1, predict the reaction product. The product is: [CH:9]1([CH2:15][O:16][C:17]2[CH:18]=[C:19]([CH:33]=[CH:34][CH:35]=2)[C:20]([NH:22][C:23]2[CH:28]=[CH:27][CH:26]=[CH:25][C:24]=2[S:29]([NH:30][C:1](=[O:7])[CH2:2][CH2:3][CH2:4][CH2:5][CH3:6])(=[O:32])=[O:31])=[O:21])[CH2:14][CH2:13][CH2:12][CH2:11][CH2:10]1. (6) Given the reactants [CH2:1]([O:8][C@H:9]1[C@H:14]([O:15][CH2:16][C:17]2[CH:22]=[CH:21][CH:20]=[CH:19][CH:18]=2)[C@@H:13]([O:23][CH2:24][C:25]2[CH:30]=[CH:29][CH:28]=[CH:27][CH:26]=2)[C@@:12]([C:33]2[CH:38]=[CH:37][C:36]([Cl:39])=[C:35]([CH2:40][C:41]3[CH:46]=[CH:45][C:44]([O:47][CH2:48][CH:49]([F:51])[F:50])=[CH:43][CH:42]=3)[CH:34]=2)([O:31][CH3:32])[O:11][C@@H:10]1[CH:52]=[O:53])[C:2]1[CH:7]=[CH:6][CH:5]=[CH:4][CH:3]=1.[CH2:54]=[O:55].[OH-].[Na+], predict the reaction product. The product is: [CH2:1]([O:8][C@H:9]1[C@H:14]([O:15][CH2:16][C:17]2[CH:22]=[CH:21][CH:20]=[CH:19][CH:18]=2)[C@@H:13]([O:23][CH2:24][C:25]2[CH:30]=[CH:29][CH:28]=[CH:27][CH:26]=2)[C@@:12]([C:33]2[CH:38]=[CH:37][C:36]([Cl:39])=[C:35]([CH2:40][C:41]3[CH:42]=[CH:43][C:44]([O:47][CH2:48][CH:49]([F:50])[F:51])=[CH:45][CH:46]=3)[CH:34]=2)([O:31][CH3:32])[O:11][C@:10]1([CH2:54][OH:55])[CH:52]=[O:53])[C:2]1[CH:3]=[CH:4][CH:5]=[CH:6][CH:7]=1. (7) Given the reactants [CH3:1][O:2][C:3]1[CH:12]=[CH:11][C:10]([O:13][CH3:14])=[C:9]2[C:4]=1[CH2:5][CH2:6][CH2:7][CH:8]2[C:15]([OH:17])=O.[CH2:18]([NH2:22])[CH:19]([CH3:21])[CH3:20].C(Cl)CCl.C1C=CC2N(O)N=NC=2C=1.C(N(CC)CC)C, predict the reaction product. The product is: [CH2:18]([NH:22][C:15]([CH:8]1[C:9]2[C:4](=[C:3]([O:2][CH3:1])[CH:12]=[CH:11][C:10]=2[O:13][CH3:14])[CH2:5][CH2:6][CH2:7]1)=[O:17])[CH:19]([CH3:21])[CH3:20].